From a dataset of NCI-60 drug combinations with 297,098 pairs across 59 cell lines. Regression. Given two drug SMILES strings and cell line genomic features, predict the synergy score measuring deviation from expected non-interaction effect. (1) Drug 1: CS(=O)(=O)CCNCC1=CC=C(O1)C2=CC3=C(C=C2)N=CN=C3NC4=CC(=C(C=C4)OCC5=CC(=CC=C5)F)Cl. Drug 2: C(CN)CNCCSP(=O)(O)O. Cell line: BT-549. Synergy scores: CSS=-2.06, Synergy_ZIP=1.14, Synergy_Bliss=0.0227, Synergy_Loewe=-3.32, Synergy_HSA=-3.74. (2) Drug 2: CC1CCCC2(C(O2)CC(NC(=O)CC(C(C(=O)C(C1O)C)(C)C)O)C(=CC3=CSC(=N3)C)C)C. Drug 1: C(CCl)NC(=O)N(CCCl)N=O. Synergy scores: CSS=30.7, Synergy_ZIP=-1.07, Synergy_Bliss=-2.92, Synergy_Loewe=-12.3, Synergy_HSA=0.176. Cell line: MDA-MB-435. (3) Drug 1: CC1=CC2C(CCC3(C2CCC3(C(=O)C)OC(=O)C)C)C4(C1=CC(=O)CC4)C. Drug 2: C1=CN(C(=O)N=C1N)C2C(C(C(O2)CO)O)O.Cl. Cell line: UACC-257. Synergy scores: CSS=3.65, Synergy_ZIP=0.519, Synergy_Bliss=2.89, Synergy_Loewe=-6.77, Synergy_HSA=-0.727. (4) Drug 1: C1=C(C(=O)NC(=O)N1)F. Drug 2: CCC1(C2=C(COC1=O)C(=O)N3CC4=CC5=C(C=CC(=C5CN(C)C)O)N=C4C3=C2)O.Cl. Cell line: NCIH23. Synergy scores: CSS=35.3, Synergy_ZIP=-11.2, Synergy_Bliss=-15.7, Synergy_Loewe=-9.95, Synergy_HSA=-9.45. (5) Drug 2: C1=NC2=C(N=C(N=C2N1C3C(C(C(O3)CO)O)F)Cl)N. Cell line: SK-MEL-28. Drug 1: CC1=C(C(CCC1)(C)C)C=CC(=CC=CC(=CC(=O)O)C)C. Synergy scores: CSS=16.7, Synergy_ZIP=-2.37, Synergy_Bliss=2.48, Synergy_Loewe=-5.08, Synergy_HSA=2.60.